Dataset: Forward reaction prediction with 1.9M reactions from USPTO patents (1976-2016). Task: Predict the product of the given reaction. (1) Given the reactants [C:1]([C:3]1([NH:6][C:7]([C@H:9]2[CH2:13][C@H:12]([S:14]([C:17]3[CH:22]=[CH:21][C:20](Br)=[CH:19][C:18]=3[C:24]([F:27])([F:26])[F:25])(=[O:16])=[O:15])[CH2:11][C@@H:10]2[O:28][CH:29]2[CH2:32][CH2:31][CH2:30]2)=[O:8])[CH2:5][CH2:4]1)#[N:2].C(C1(NC([C@H]2C[C@H](S(C3C=CC(Br)=CC=3C(F)(F)F)(=O)=O)C[C@@H]2OC2CCOCC2)=O)CC1)#N, predict the reaction product. The product is: [C:1]([C:3]1([NH:6][C:7]([C@H:9]2[CH2:13][C@H:12]([S:14]([C:17]3[CH:22]=[CH:21][CH:20]=[CH:19][C:18]=3[C:24]([F:26])([F:25])[F:27])(=[O:16])=[O:15])[CH2:11][C@@H:10]2[O:28][CH:29]2[CH2:30][CH2:31][CH2:32]2)=[O:8])[CH2:4][CH2:5]1)#[N:2]. (2) The product is: [NH2:41][C:40](=[NH:39])[NH:42][C:20](=[O:22])[CH2:19][N:9]1[C:10]([C:13]2[CH:18]=[CH:17][CH:16]=[CH:15][CH:14]=2)=[CH:11][CH:12]=[C:8]1[CH2:1][C:2]1[CH:7]=[CH:6][CH:5]=[CH:4][CH:3]=1. Given the reactants [CH2:1]([C:8]1[N:9]([CH2:19][C:20]([OH:22])=O)[C:10]([C:13]2[CH:18]=[CH:17][CH:16]=[CH:15][CH:14]=2)=[CH:11][CH:12]=1)[C:2]1[CH:7]=[CH:6][CH:5]=[CH:4][CH:3]=1.C(N1C=CN=C1)(N1C=CN=C1)=O.C(=O)(O)O.[NH2:39][C:40]([NH2:42])=[NH:41].C(N(CC)CC)C, predict the reaction product. (3) Given the reactants [CH3:1][N:2]1[C:6]([C:7]2[CH:17]=[CH:16][C:10]3[CH2:11][CH2:12][NH:13][CH2:14][CH2:15][C:9]=3[CH:8]=2)=[CH:5][C:4]([CH3:18])=[N:3]1.C(O[BH-](OC(=O)C)OC(=O)C)(=O)C.[Na+].[Cl:33][CH2:34][CH2:35]Cl, predict the reaction product. The product is: [Cl:33][CH2:34][CH2:35][N:13]1[CH2:12][CH2:11][C:10]2[CH:16]=[CH:17][C:7]([C:6]3[N:2]([CH3:1])[N:3]=[C:4]([CH3:18])[CH:5]=3)=[CH:8][C:9]=2[CH2:15][CH2:14]1.